From a dataset of Reaction yield outcomes from USPTO patents with 853,638 reactions. Predict the reaction yield, written as a fraction of the theoretical maximum amount of product (1.0 means a 100% yield; for example, 0.34 means a 34% yield). (1) The reactants are [C:1]([O:5][C:6]([NH:8][C@H:9]([CH2:13][C:14]1[CH:19]=[CH:18][C:17]([C:20]([F:23])([F:22])[F:21])=[CH:16][CH:15]=1)[C:10]([OH:12])=O)=[O:7])([CH3:4])([CH3:3])[CH3:2].[NH2:24][C:25]1[CH:26]=[N:27][C:28]2[C:33]([CH:34]=1)=[CH:32][CH:31]=[CH:30][CH:29]=2.C[N+]1(C2N=C(OC)N=C(OC)N=2)CCOCC1.[Cl-]. The catalyst is C(OCC)(=O)C. The product is [N:27]1[C:28]2[C:33](=[CH:32][CH:31]=[CH:30][CH:29]=2)[CH:34]=[C:25]([NH:24][C:10]([C@H:9]([NH:8][C:6](=[O:7])[O:5][C:1]([CH3:2])([CH3:3])[CH3:4])[CH2:13][C:14]2[CH:15]=[CH:16][C:17]([C:20]([F:21])([F:22])[F:23])=[CH:18][CH:19]=2)=[O:12])[CH:26]=1. The yield is 0.930. (2) The product is [CH:1]1([C:7]2[C:8]3[CH:34]=[CH:33][C:32]([C:35]([O:37][CH3:38])=[O:36])=[CH:31][C:9]=3[N:10]3[C:16]=2[C:15]2[CH:17]=[CH:18][CH:19]=[C:20]([O:21][CH2:22][CH2:23][N:24]4[CH2:29][CH2:28][CH2:27][CH2:26][CH2:25]4)[C:14]=2[O:13][CH2:12][CH2:11]3)[CH2:2][CH2:3][CH2:4][CH2:5][CH2:6]1. The catalyst is O1CCCC1.O. The reactants are [CH:1]1([C:7]2[C:8]3[CH:34]=[CH:33][C:32]([C:35]([O:37][CH3:38])=[O:36])=[CH:31][C:9]=3[N:10]3[C:16]=2[C:15]2[CH:17]=[CH:18][CH:19]=[C:20]([O:21][CH2:22][C:23](=O)[N:24]4[CH2:29][CH2:28][CH2:27][CH2:26][CH2:25]4)[C:14]=2[O:13][CH2:12][CH2:11]3)[CH2:6][CH2:5][CH2:4][CH2:3][CH2:2]1.Cl.[OH-].[Na+].C(=O)([O-])O.[Na+]. The yield is 0.970. (3) The reactants are C(O[K])(C)(C)C.C1COCC1.[C:12]1([CH3:34])[CH:17]=[C:16]([CH3:18])[CH:15]=[C:14]([CH3:19])[C:13]=1[C:20]1[C:21]([CH3:33])=[N:22][N:23]2[C:28]3[NH:29][CH2:30][CH2:31][C:27]=3[C:26]([CH3:32])=[N:25][C:24]=12.O. The catalyst is C1COCC1. The product is [C:12]1([CH3:34])[CH:17]=[C:16]([CH3:18])[CH:15]=[C:14]([CH3:19])[C:13]=1[C:20]1[C:21]([CH3:33])=[N:22][N:23]2[C:28]3[NH:29][CH:30]=[CH:31][C:27]=3[C:26]([CH3:32])=[N:25][C:24]=12. The yield is 0.630. (4) The reactants are [NH2:1][C:2]1[CH:7]=[CH:6][CH:5]=[CH:4][CH:3]=1.[C:8](=O)([O:39]C1C=CC([N+]([O-])=O)=CC=1)[O:9][C@@H:10]1[CH2:14][C@H:13]([C:15]2[N:19]3[C:20]4[CH:26]=[CH:25][N:24]([S:27]([C:30]5[CH:36]=[CH:35][C:33]([CH3:34])=[CH:32][CH:31]=5)(=[O:29])=[O:28])[C:21]=4[N:22]=[CH:23][C:18]3=[N:17][N:16]=2)[C@H:12]([CH2:37][CH3:38])[CH2:11]1. The catalyst is CN(C1C=CN=CC=1)C.O1CCOCC1. The product is [C:2]1([NH:1][C:8](=[O:39])[O:9][C@@H:10]2[CH2:14][C@H:13]([C:15]3[N:19]4[C:20]5[CH:26]=[CH:25][N:24]([S:27]([C:30]6[CH:31]=[CH:32][C:33]([CH3:34])=[CH:35][CH:36]=6)(=[O:29])=[O:28])[C:21]=5[N:22]=[CH:23][C:18]4=[N:17][N:16]=3)[C@H:12]([CH2:37][CH3:38])[CH2:11]2)[CH:7]=[CH:6][CH:5]=[CH:4][CH:3]=1. The yield is 0.630. (5) The reactants are [Cl:1][C:2]1[CH:7]=[CH:6][C:5]([CH:8]2[CH2:13][CH2:12][N:11]([C:14](=[O:31])[C@H:15]([NH:19][C:20]3[NH:24][N:23]=[C:22]([C:25]4[CH:30]=[CH:29][CH:28]=[CH:27][CH:26]=4)[N:21]=3)[CH:16]([CH3:18])[CH3:17])[CH2:10][CH2:9]2)=[CH:4][CH:3]=1.[CH3:32]NN. The catalyst is C1COCC1. The product is [Cl:1][C:2]1[CH:3]=[CH:4][C:5]([CH:8]2[CH2:13][CH2:12][N:11]([C:14](=[O:31])[C@H:15]([NH:19][C:20]3[N:24]([CH3:32])[N:23]=[C:22]([C:25]4[CH:26]=[CH:27][CH:28]=[CH:29][CH:30]=4)[N:21]=3)[CH:16]([CH3:18])[CH3:17])[CH2:10][CH2:9]2)=[CH:6][CH:7]=1. The yield is 0.470.